Dataset: Reaction yield outcomes from USPTO patents with 853,638 reactions. Task: Predict the reaction yield, written as a fraction of the theoretical maximum amount of product (1.0 means a 100% yield; for example, 0.34 means a 34% yield). (1) The reactants are [Br:1][C:2]1[C:7]([NH2:8])=[CH:6][C:5]([O:9][CH3:10])=[C:4]([F:11])[CH:3]=1.Cl.[C:13]1(Cl)[C:19](=O)C(Cl)=C(Cl)[C:15](=O)[C:14]=1Cl.C(=O)/C=C/C.[OH-].[Na+]. The yield is 0.340. The product is [Br:1][C:2]1[CH:3]=[C:4]([F:11])[C:5]([O:9][CH3:10])=[C:6]2[C:7]=1[N:8]=[C:14]([CH3:15])[CH:13]=[CH:19]2. The catalyst is O. (2) The reactants are Cl.[CH3:2][N:3]1[C:11]2[CH2:10][CH2:9][NH:8][CH2:7][C:6]=2[C:5](=[O:12])[N:4]1[C:13]1[CH:22]=[N:21][C:20]2[C:15](=[CH:16][CH:17]=[CH:18][CH:19]=2)[N:14]=1.[C:23]([O:28][C@@H:29]([C:31]1[N:36]=[C:35](Cl)[CH:34]=[CH:33][N:32]=1)[CH3:30])(=[O:27])[CH2:24][CH2:25][CH3:26].C(N(CC)CC)C. The catalyst is C(O)(C)C. The product is [C:23]([O:28][C@@H:29]([C:31]1[N:32]=[C:33]([N:8]2[CH2:9][CH2:10][C:11]3[N:3]([CH3:2])[N:4]([C:13]4[CH:22]=[N:21][C:20]5[C:15](=[CH:16][CH:17]=[CH:18][CH:19]=5)[N:14]=4)[C:5](=[O:12])[C:6]=3[CH2:7]2)[CH:34]=[CH:35][N:36]=1)[CH3:30])(=[O:27])[CH2:24][CH2:25][CH3:26]. The yield is 0.950. (3) The reactants are [CH2:1]([Sn](CCCC)(CCCC)C=C)[CH2:2]CC.Br[C:17]1[CH:18]=[N:19][CH:20]=[C:21]([CH:24]=1)[C:22]#[N:23].[Cl-].[NH4+].C(OCC)(=O)C. The catalyst is C1(C)C=CC=CC=1.C1(C=CC=CC=1)[P](C1C=CC=CC=1)(C1C=CC=CC=1)[Pd][P](C1C=CC=CC=1)(C1C=CC=CC=1)C1C=CC=CC=1. The product is [CH:1]([C:17]1[CH:18]=[N:19][CH:20]=[C:21]([CH:24]=1)[C:22]#[N:23])=[CH2:2]. The yield is 0.700.